From a dataset of Forward reaction prediction with 1.9M reactions from USPTO patents (1976-2016). Predict the product of the given reaction. (1) Given the reactants [F:1][C:2]1[C:3]([NH:25][C:26]2[CH:27]=[C:28]([N:32](C)[C:33](=O)OC(C)(C)C)[CH:29]=[CH:30][CH:31]=2)=[N:4][C:5]([NH:8][C:9]2[CH:14]=[CH:13][C:12]([O:15][CH2:16][CH2:17][O:18]COCCOC)=[CH:11][CH:10]=2)=[N:6][CH:7]=1.C(Cl)Cl.CO, predict the reaction product. The product is: [F:1][C:2]1[C:3]([NH:25][C:26]2[CH:31]=[CH:30][CH:29]=[C:28]([NH:32][CH3:33])[CH:27]=2)=[N:4][C:5]([NH:8][C:9]2[CH:10]=[CH:11][C:12]([O:15][CH2:16][CH2:17][OH:18])=[CH:13][CH:14]=2)=[N:6][CH:7]=1. (2) The product is: [Cl:14][C:13]1[CH:12]=[CH:11][CH:10]=[C:9]2[C:8]=1[O:25][C:17]1[CH:18]=[CH:19][CH:20]=[C:21]([N+:22]([O-:24])=[O:23])[C:16]=1[S:15]2. Given the reactants C(=O)([O-])[O-].[K+].[K+].Cl[C:8]1[C:13]([Cl:14])=[CH:12][CH:11]=[CH:10][C:9]=1[S:15][C:16]1[C:21]([N+:22]([O-:24])=[O:23])=[CH:20][CH:19]=[CH:18][C:17]=1[OH:25].Cl, predict the reaction product.